From a dataset of Experimentally validated miRNA-target interactions with 360,000+ pairs, plus equal number of negative samples. Binary Classification. Given a miRNA mature sequence and a target amino acid sequence, predict their likelihood of interaction. The miRNA is mmu-miR-362-3p with sequence AACACACCUGUUCAAGGAUUCA. The protein sequence of the target gene is MKMLNSVSGSFRKKAGDSRSRECRTRLERRIVGATNRWRFPQDHFCGDLLALSQMCNVLNVDLDEALKNPDRLCISKFQKLFSENIMNSGTQSGEADVILECLGFKWELHHPQIFQSGTLAKLYLTALIQNMKSSQRELDKVQKAHPSGKIKKRSPVKKIIISMRINDPAVTRVAFALALKNLYMKEVEMTVDNVLGVLASAHILQFNRLFQKCVNMMMNRLAPSTIKNFYLAGCKYEEEQLTMACEKWLAMNLVPLVGTQIHLRQIPEPLLYKVLKSPRLFTFSEFHLLKTLLMWVYLQ.... Result: 1 (interaction).